This data is from Peptide-MHC class I binding affinity with 185,985 pairs from IEDB/IMGT. The task is: Regression. Given a peptide amino acid sequence and an MHC pseudo amino acid sequence, predict their binding affinity value. This is MHC class I binding data. (1) The peptide sequence is FSGKHVVFI. The MHC is H-2-Kb with pseudo-sequence H-2-Kb. The binding affinity (normalized) is 0.338. (2) The peptide sequence is APAKKAAAK. The MHC is HLA-B18:01 with pseudo-sequence HLA-B18:01. The binding affinity (normalized) is 0.0847. (3) The peptide sequence is VNGVKGIQF. The MHC is HLA-A30:01 with pseudo-sequence HLA-A30:01. The binding affinity (normalized) is 0.0847.